This data is from Forward reaction prediction with 1.9M reactions from USPTO patents (1976-2016). The task is: Predict the product of the given reaction. (1) Given the reactants [C:1]([O:5][C:6](=[O:24])[CH2:7][CH2:8][C@H:9]([NH:13][C:14]([O:16][CH2:17][C:18]1[CH:23]=[CH:22][CH:21]=[CH:20][CH:19]=1)=[O:15])[C:10]([OH:12])=O)([CH3:4])([CH3:3])[CH3:2].[B-](F)(F)(F)F.CCOC(C(C#N)=NOC(N(C)C)=[N+](C)C)=O.CN1CCOCC1.[F:54][C:55]([F:69])([F:68])[C:56]1[CH:57]=[C:58]([N:62]2[CH2:67][CH2:66][NH:65][CH2:64][CH2:63]2)[CH:59]=[CH:60][CH:61]=1, predict the reaction product. The product is: [C:1]([O:5][C:6](=[O:24])[CH2:7][CH2:8][C@H:9]([NH:13][C:14]([O:16][CH2:17][C:18]1[CH:23]=[CH:22][CH:21]=[CH:20][CH:19]=1)=[O:15])[C:10](=[O:12])[N:65]1[CH2:64][CH2:63][N:62]([C:58]2[CH:59]=[CH:60][CH:61]=[C:56]([C:55]([F:68])([F:69])[F:54])[CH:57]=2)[CH2:67][CH2:66]1)([CH3:2])([CH3:3])[CH3:4]. (2) Given the reactants [CH:1]1([CH2:7][N:8]2[C:16]3[C:15]([O:17][CH3:18])=[N:14][C:13]([N:19]4[CH:23]=[C:22]([C:24]([O:26][CH2:27][CH3:28])=[O:25])[CH:21]=[N:20]4)=[N:12][C:11]=3[C:10]([CH:29]=[CH2:30])=[N:9]2)[CH2:6][CH2:5][CH2:4][CH2:3][CH2:2]1, predict the reaction product. The product is: [CH:1]1([CH2:7][N:8]2[C:16]3[C:15]([O:17][CH3:18])=[N:14][C:13]([N:19]4[CH:23]=[C:22]([C:24]([O:26][CH2:27][CH3:28])=[O:25])[CH:21]=[N:20]4)=[N:12][C:11]=3[C:10]([CH2:29][CH3:30])=[N:9]2)[CH2:6][CH2:5][CH2:4][CH2:3][CH2:2]1. (3) Given the reactants [CH2:1]([C:3]1[CH:8]=[CH:7][C:6]([CH2:9][C:10]2[CH:15]=[CH:14][CH:13]=[CH:12][C:11]=2[O:16]C)=[CH:5][CH:4]=1)[CH3:2].B(Br)(Br)Br.O, predict the reaction product. The product is: [CH2:1]([C:3]1[CH:8]=[CH:7][C:6]([CH2:9][C:10]2[CH:15]=[CH:14][CH:13]=[CH:12][C:11]=2[OH:16])=[CH:5][CH:4]=1)[CH3:2]. (4) Given the reactants [Br:1][C:2]1[CH:24]=[N:23][C:5]2[N:6]([CH3:22])[C:7](=[O:21])[N:8]([CH2:11][CH2:12][CH2:13][O:14][CH:15]3CCCC[O:16]3)[C:9](=[O:10])[C:4]=2[C:3]=1[CH:25](O)[C:26]1[CH:27]=[N:28][C:29]([C:32]([F:35])([F:34])[F:33])=[CH:30][CH:31]=1, predict the reaction product. The product is: [Br:1][C:2]1[CH:24]=[N:23][C:5]2[N:6]([CH3:22])[C:7](=[O:21])[N:8]([CH2:11][CH2:12][CH2:13][O:14][CH:15]=[O:16])[C:9](=[O:10])[C:4]=2[C:3]=1[CH2:25][C:26]1[CH:27]=[N:28][C:29]([C:32]([F:35])([F:33])[F:34])=[CH:30][CH:31]=1. (5) Given the reactants S(C)C.[CH:4]1([N:9]2[C:18]3[N:17]=[C:16]([NH:19][C:20]4[CH:35]=[CH:34][C:23]([C:24]([NH:26][CH:27]5[CH2:32][CH2:31][N:30]([CH3:33])[CH2:29][CH2:28]5)=[O:25])=[CH:22][C:21]=4[O:36][CH3:37])[N:15]=[CH:14][C:13]=3[N:12]([CH3:38])[C:11](=O)[C@H:10]2[CH2:40][CH3:41])[CH2:8][CH2:7][CH2:6][CH2:5]1.Cl, predict the reaction product. The product is: [NH3:9].[CH:4]1([N:9]2[C:18]3[N:17]=[C:16]([NH:19][C:20]4[CH:35]=[CH:34][C:23]([C:24]([NH:26][CH:27]5[CH2:32][CH2:31][N:30]([CH3:33])[CH2:29][CH2:28]5)=[O:25])=[CH:22][C:21]=4[O:36][CH3:37])[N:15]=[CH:14][C:13]=3[N:12]([CH3:38])[CH2:11][C@H:10]2[CH2:40][CH3:41])[CH2:8][CH2:7][CH2:6][CH2:5]1. (6) Given the reactants [CH2:1]([O:8][C:9]1[CH:10]=[CH:11][C:12]2[O:16][C:15]([CH2:17][OH:18])=[C:14]([CH3:19])[C:13]=2[CH:20]=1)[C:2]1[CH:7]=[CH:6][CH:5]=[CH:4][CH:3]=1, predict the reaction product. The product is: [CH2:1]([O:8][C:9]1[CH:10]=[CH:11][C:12]2[O:16][C:15]([CH:17]=[O:18])=[C:14]([CH3:19])[C:13]=2[CH:20]=1)[C:2]1[CH:3]=[CH:4][CH:5]=[CH:6][CH:7]=1. (7) Given the reactants [C:1]([C:5]1[CH:30]=[CH:29][C:8]([CH2:9][NH:10][C:11](=[O:28])[NH:12][CH2:13][C:14]2[CH:19]=[C:18]([CH:20]=[CH2:21])[C:17]([NH:22][S:23]([CH3:26])(=[O:25])=[O:24])=[C:16]([F:27])[CH:15]=2)=[CH:7][CH:6]=1)([CH3:4])([CH3:3])[CH3:2].[H][H], predict the reaction product. The product is: [C:1]([C:5]1[CH:6]=[CH:7][C:8]([CH2:9][NH:10][C:11](=[O:28])[NH:12][CH2:13][C:14]2[CH:15]=[C:16]([F:27])[C:17]([NH:22][S:23]([CH3:26])(=[O:24])=[O:25])=[C:18]([CH2:20][CH3:21])[CH:19]=2)=[CH:29][CH:30]=1)([CH3:2])([CH3:3])[CH3:4]. (8) Given the reactants [BH4-].[Na+].[S:3]1[C:7]2[CH:8]=[CH:9][CH:10]=[CH:11][C:6]=2[N:5]=[C:4]1[NH:12][C:13]1[CH:32]=[CH:31][C:16]([O:17][C:18]2[C:19]([C:24]3[CH2:29][CH2:28][CH2:27][C:26](=[O:30])[CH:25]=3)=[N:20][CH:21]=[CH:22][N:23]=2)=[CH:15][C:14]=1[F:33].[Cl-].[NH4+].O, predict the reaction product. The product is: [S:3]1[C:7]2[CH:8]=[CH:9][CH:10]=[CH:11][C:6]=2[N:5]=[C:4]1[NH:12][C:13]1[CH:32]=[CH:31][C:16]([O:17][C:18]2[C:19]([C:24]3[CH2:29][CH2:28][CH2:27][CH:26]([OH:30])[CH:25]=3)=[N:20][CH:21]=[CH:22][N:23]=2)=[CH:15][C:14]=1[F:33]. (9) Given the reactants [Cl:1][C:2]1[CH:3]=[CH:4][CH:5]=[C:6]2[C:11]=1[C:10]([CH:12]=[O:13])=[N:9][C:8]([C@@H:14]([NH:16][C:17]1[N:25]=[CH:24][N:23]=[C:22]3[C:18]=1[N:19]=[CH:20][N:21]3[CH2:26][C:27]1[CH:32]=[CH:31][C:30]([O:33][CH3:34])=[CH:29][CH:28]=1)[CH3:15])=[CH:7]2.[OH:35]OS([O-])=O.[K+].O.[OH-].[NH4+], predict the reaction product. The product is: [Cl:1][C:2]1[CH:3]=[CH:4][CH:5]=[C:6]2[C:11]=1[C:10]([C:12]([OH:35])=[O:13])=[N:9][C:8]([C@@H:14]([NH:16][C:17]1[N:25]=[CH:24][N:23]=[C:22]3[C:18]=1[N:19]=[CH:20][N:21]3[CH2:26][C:27]1[CH:28]=[CH:29][C:30]([O:33][CH3:34])=[CH:31][CH:32]=1)[CH3:15])=[CH:7]2.